Dataset: Catalyst prediction with 721,799 reactions and 888 catalyst types from USPTO. Task: Predict which catalyst facilitates the given reaction. Reactant: [F:1][C:2]1[CH:9]=[CH:8][C:5]([CH:6]=[O:7])=[C:4]([OH:10])[C:3]=1[OH:11].CC([O-])(C)C.[Na+].Br[CH2:19][CH2:20][CH2:21][O:22][CH2:23][C:24]1[CH:29]=[CH:28][CH:27]=[CH:26][CH:25]=1. Product: [CH2:23]([O:22][CH2:21][CH2:20][CH2:19][O:11][C:3]1[C:4]([OH:10])=[C:5]([CH:8]=[CH:9][C:2]=1[F:1])[CH:6]=[O:7])[C:24]1[CH:29]=[CH:28][CH:27]=[CH:26][CH:25]=1. The catalyst class is: 16.